This data is from Reaction yield outcomes from USPTO patents with 853,638 reactions. The task is: Predict the reaction yield, written as a fraction of the theoretical maximum amount of product (1.0 means a 100% yield; for example, 0.34 means a 34% yield). (1) The reactants are [NH2:1][C:2]1[N:7]([CH2:8][CH2:9][CH2:10][O:11][CH3:12])[C:6](=[S:13])[NH:5][C:4](=[O:14])[C:3]=1[N:15]=O.N[C:18]1C(=O)NC(=S)N(CC2CCCCC2)C=1N.C(OCC)(OCC)OCC. The catalyst is [Pt].O1CCCC1.O.C(O)C. The product is [CH3:12][O:11][CH2:10][CH2:9][CH2:8][N:7]1[C:2]2[N:1]=[CH:18][NH:15][C:3]=2[C:4](=[O:14])[NH:5][C:6]1=[S:13]. The yield is 0.0900. (2) The reactants are [Br:1][C:2]1[C:7]([CH3:8])=[CH:6][C:5]([OH:9])=[CH:4][C:3]=1[CH3:10].[CH3:11][S:12][CH2:13][CH2:14][CH2:15]O.C(P(CCCC)CCCC)CCC.N(C(N1CCCCC1)=O)=NC(N1CCCCC1)=O. The catalyst is C1(C)C=CC=CC=1.CCCCCC. The product is [Br:1][C:2]1[C:7]([CH3:8])=[CH:6][C:5]([O:9][CH2:15][CH2:14][CH2:13][S:12][CH3:11])=[CH:4][C:3]=1[CH3:10]. The yield is 0.870.